From a dataset of Reaction yield outcomes from USPTO patents with 853,638 reactions. Predict the reaction yield, written as a fraction of the theoretical maximum amount of product (1.0 means a 100% yield; for example, 0.34 means a 34% yield). (1) The reactants are O1CCCCC1[N:7]1[C:15]2[C:10](=[CH:11][C:12]([C:16]3[N:20]=[CH:19][N:18](C(C4C=CC=CC=4)(C4C=CC=CC=4)C4C=CC=CC=4)[N:17]=3)=[CH:13][CH:14]=2)[C:9]([C:40]2[CH:41]=[C:42]([CH:47]=[CH:48][CH:49]=2)[C:43]([O:45]C)=O)=[N:8]1.O.[OH-].[Li+].[CH:53]1([CH2:56][NH2:57])[CH2:55][CH2:54]1.O.ON1C2C=CC=CC=2N=N1.Cl.CN(C)CCCN=C=NCC. The catalyst is O1CCCC1.O1CCCC1.O. The product is [NH:17]1[C:16]([C:12]2[CH:11]=[C:10]3[C:15](=[CH:14][CH:13]=2)[NH:7][N:8]=[C:9]3[C:40]2[CH:41]=[C:42]([C:43]([NH:57][CH2:56][CH:53]3[CH2:55][CH2:54]3)=[O:45])[CH:47]=[CH:48][CH:49]=2)=[N:20][CH:19]=[N:18]1. The yield is 0.530. (2) The reactants are COC1C=CC(C(O[C:10]2[C:15]([NH:16][C:17](=[O:26])[C:18]3[CH:23]=[CH:22][C:21]([O:24]C)=[CH:20][CH:19]=3)=[CH:14][C:13]([O:27]C)=[CH:12][C:11]=2[Br:29])=O)=CC=1.O.C1(C)C=CC(S(O)(=O)=O)=CC=1.CC1C=CC(C)=CC=1. The catalyst is O. The product is [Br:29][C:11]1[C:10]2[O:26][C:17]([C:18]3[CH:23]=[CH:22][C:21]([OH:24])=[CH:20][CH:19]=3)=[N:16][C:15]=2[CH:14]=[C:13]([OH:27])[CH:12]=1. The yield is 0.820. (3) The reactants are Cl.Cl.[NH2:3][CH2:4][C@@:5]1([OH:13])[CH:10]2[CH2:11][CH2:12][N:7]([CH2:8][CH2:9]2)[CH2:6]1.C(=O)([O-])[O-].[Cs+].[Cs+].[N:20]([C:23]1[CH:28]=[C:27]([CH2:29][O:30][CH3:31])[N:26]=[CH:25][N:24]=1)=[C:21]=S.C(N=C=NC(C)C)(C)C. The catalyst is CN(C)C=O. The product is [CH3:31][O:30][CH2:29][C:27]1[N:26]=[CH:25][N:24]=[C:23]([NH:20][C:21]2[O:13][C@:5]3([CH2:4][N:3]=2)[CH:10]2[CH2:9][CH2:8][N:7]([CH2:12][CH2:11]2)[CH2:6]3)[CH:28]=1. The yield is 0.340. (4) The reactants are [CH3:1][C:2]([C:4]1[CH:9]=[CH:8][C:7]([O:10][CH3:11])=[CH:6][CH:5]=1)=O.[C:12]([O:16][C:17](=[O:46])[N:18]([CH2:44][CH3:45])[CH2:19][C:20]1[CH:21]=[N:22][CH:23]=[C:24]([C:27]2[CH:28]=[C:29]3[C:33](=[CH:34][CH:35]=2)[N:32]([CH:36]2[CH2:41][CH2:40][CH2:39][CH2:38][O:37]2)[N:31]=[C:30]3[CH:42]=O)[C:25]=1[CH3:26])([CH3:15])([CH3:14])[CH3:13].C(=O)([O-])[O-].[NH4+:51].[NH4+:52]. No catalyst specified. The product is [C:12]([O:16][C:17](=[O:46])[N:18]([CH2:44][CH3:45])[CH2:19][C:20]1[CH:21]=[N:22][CH:23]=[C:24]([C:27]2[CH:28]=[C:29]3[C:33](=[CH:34][CH:35]=2)[N:32]([CH:36]2[CH2:41][CH2:40][CH2:39][CH2:38][O:37]2)[N:31]=[C:30]3[C:42]2[NH:51][CH:1]=[C:2]([C:4]3[CH:9]=[CH:8][C:7]([O:10][CH3:11])=[CH:6][CH:5]=3)[N:52]=2)[C:25]=1[CH3:26])([CH3:13])([CH3:14])[CH3:15]. The yield is 0.150. (5) The reactants are [CH2:1]([C:3]1[CH:8]=[C:7]([CH:9]2[CH2:14][CH2:13][NH:12][CH2:11][CH2:10]2)[CH:6]=[CH:5][C:4]=1[NH:15][C:16]1[N:21]=[C:20]([CH2:22][CH2:23][C:24]2[CH:29]=[CH:28][CH:27]=[CH:26][C:25]=2[CH2:30][C:31]([NH2:33])=[O:32])[C:19]([C:34]([F:37])([F:36])[F:35])=[CH:18][N:17]=1)[CH3:2].C=O.[C:40](O[BH-](OC(=O)C)OC(=O)C)(=O)C.[Na+]. The catalyst is CO. The product is [CH2:1]([C:3]1[CH:8]=[C:7]([CH:9]2[CH2:10][CH2:11][N:12]([CH3:40])[CH2:13][CH2:14]2)[CH:6]=[CH:5][C:4]=1[NH:15][C:16]1[N:21]=[C:20]([CH2:22][CH2:23][C:24]2[CH:29]=[CH:28][CH:27]=[CH:26][C:25]=2[CH2:30][C:31]([NH2:33])=[O:32])[C:19]([C:34]([F:37])([F:36])[F:35])=[CH:18][N:17]=1)[CH3:2]. The yield is 0.840.